From a dataset of Catalyst prediction with 721,799 reactions and 888 catalyst types from USPTO. Predict which catalyst facilitates the given reaction. Reactant: [C:1]([C:5]1[CH:6]=[C:7]2[C:12](=[CH:13][CH:14]=1)[N:11]=[CH:10][CH:9]=[CH:8]2)([CH3:4])([CH3:3])[CH3:2].C1C=C(Cl)C=C(C(OO)=[O:23])C=1. Product: [C:1]([C:5]1[CH:6]=[C:7]2[C:12](=[CH:13][CH:14]=1)[N+:11]([O-:23])=[CH:10][CH:9]=[CH:8]2)([CH3:4])([CH3:2])[CH3:3]. The catalyst class is: 22.